Dataset: Catalyst prediction with 721,799 reactions and 888 catalyst types from USPTO. Task: Predict which catalyst facilitates the given reaction. (1) Reactant: [CH2:1]([O:5][CH2:6][CH2:7][O:8][C:9]1[CH:14]=[CH:13][C:12]([C:15]2[CH:16]=[CH:17][C:18]3[NH:24][CH2:23][CH2:22][C:21]([C:25]([NH:27][C:28]4[CH:33]=[CH:32][C:31]([CH:34]([OH:42])[C:35]5[CH:40]=[CH:39][CH:38]=[CH:37][N+:36]=5[O-:41])=[C:30]([CH3:43])[CH:29]=4)=[O:26])=[CH:20][C:19]=3[CH:44]=2)=[CH:11][CH:10]=1)[CH2:2][CH2:3][CH3:4].C(=O)(O)[O-].[Na+]. Product: [CH2:1]([O:5][CH2:6][CH2:7][O:8][C:9]1[CH:10]=[CH:11][C:12]([C:15]2[CH:16]=[CH:17][C:18]3[N:24]([CH2:11][CH:12]([CH3:15])[CH3:13])[CH2:23][CH2:22][C:21]([C:25]([NH:27][C:28]4[CH:33]=[CH:32][C:31]([CH:34]([OH:42])[C:35]5[CH:40]=[CH:39][CH:38]=[CH:37][N+:36]=5[O-:41])=[C:30]([CH3:43])[CH:29]=4)=[O:26])=[CH:20][C:19]=3[CH:44]=2)=[CH:13][CH:14]=1)[CH2:2][CH2:3][CH3:4]. The catalyst class is: 26. (2) Reactant: [NH2:1][C:2]1[N:34]=[C:5]2[N:6]([C:24]3[CH:29]=[CH:28][CH:27]=[C:26]([C:30]([F:33])([F:32])[F:31])[CH:25]=3)[C:7]([CH3:23])=[C:8]([C:18]([O:20][CH2:21][CH3:22])=[O:19])[CH:9]([C:10]3[CH:15]=[CH:14][C:13]([C:16]#[N:17])=[CH:12][CH:11]=3)[N:4]2[N:3]=1.C1COCC1.Cl[C:41]([O:43][CH3:44])=[O:42]. Product: [C:16]([C:13]1[CH:14]=[CH:15][C:10]([CH:9]2[N:4]3[N:3]=[C:2]([NH:1][C:41]([O:43][CH3:44])=[O:42])[N:34]=[C:5]3[N:6]([C:24]3[CH:29]=[CH:28][CH:27]=[C:26]([C:30]([F:31])([F:33])[F:32])[CH:25]=3)[C:7]([CH3:23])=[C:8]2[C:18]([O:20][CH2:21][CH3:22])=[O:19])=[CH:11][CH:12]=1)#[N:17]. The catalyst class is: 17. (3) Product: [S:12]1[C:17]2[CH:18]=[CH:19][C:20]([C:9](=[O:11])[CH3:10])=[CH:21][C:16]=2[CH2:15][CH2:14][CH2:13]1. Reactant: [Cl-].[Al+3].[Cl-].[Cl-].C(O[C:9](=[O:11])[CH3:10])(=O)C.[S:12]1[C:17]2[CH:18]=[CH:19][CH:20]=[CH:21][C:16]=2[CH2:15][CH2:14][CH2:13]1. The catalyst class is: 2. (4) Reactant: [N+:1]([C:4]1[CH:17]=[CH:16][C:15]2[S:14][C:13]3[C:8](=[CH:9][CH:10]=[C:11]([N+:18]([O-])=O)[CH:12]=3)[S:7][C:6]=2[CH:5]=1)([O-])=O.NN. Product: [NH2:18][C:11]1[CH:10]=[CH:9][C:8]2[S:7][C:6]3[C:15](=[CH:16][CH:17]=[C:4]([NH2:1])[CH:5]=3)[S:14][C:13]=2[CH:12]=1. The catalyst class is: 8. (5) Reactant: [C:1]([O:5][C:6](=[O:29])[C@H:7]([CH2:18][CH:19]([CH:27]=O)[C:20]([O:22][C:23]([CH3:26])([CH3:25])[CH3:24])=[O:21])[NH:8][C:9]([O:11][C:12]1[CH:17]=[CH:16][CH:15]=[CH:14][CH:13]=1)=[O:10])([CH3:4])([CH3:3])[CH3:2].[CH3:30][NH2:31].C1COCC1. Product: [C:1]([O:5][C:6](=[O:29])[C@H:7]([CH2:18][CH:19]([CH2:27][NH:31][CH3:30])[C:20]([O:22][C:23]([CH3:26])([CH3:25])[CH3:24])=[O:21])[NH:8][C:9]([O:11][C:12]1[CH:17]=[CH:16][CH:15]=[CH:14][CH:13]=1)=[O:10])([CH3:4])([CH3:3])[CH3:2]. The catalyst class is: 4. (6) Reactant: [C:1]([O:5][C:6]([N:8]1[CH2:12][C@@H:11]([NH2:13])[CH2:10][C@H:9]1[C:14](=[O:30])[NH:15][C:16]1[CH:21]=[CH:20][C:19]([N:22]2[CH:27]=[CH:26][CH:25]=[CH:24][C:23]2=[O:28])=[CH:18][C:17]=1[F:29])=[O:7])([CH3:4])([CH3:3])[CH3:2].[Cl:31][C:32]1[S:36][C:35]([C:37](O)=[O:38])=[CH:34][CH:33]=1.CN1CCOCC1. Product: [C:1]([O:5][C:6]([N:8]1[CH2:12][C@@H:11]([NH:13][C:37]([C:35]2[S:36][C:32]([Cl:31])=[CH:33][CH:34]=2)=[O:38])[CH2:10][C@H:9]1[C:14](=[O:30])[NH:15][C:16]1[CH:21]=[CH:20][C:19]([N:22]2[CH:27]=[CH:26][CH:25]=[CH:24][C:23]2=[O:28])=[CH:18][C:17]=1[F:29])=[O:7])([CH3:4])([CH3:2])[CH3:3]. The catalyst class is: 10. (7) Reactant: [NH2:1][N:2]1[CH:7]=[CH:6][CH:5]=[CH:4][C:3]1=[NH2+:8].CC1C=C(C)C=C(C)C=1S([O-])(=O)=O.[OH-].[Na+].[Cl:24][CH2:25][C:26](OC)=O. Product: [Cl:24][CH2:25][C:26]1[N:8]=[C:3]2[CH:4]=[CH:5][CH:6]=[CH:7][N:2]2[N:1]=1. The catalyst class is: 14. (8) Reactant: Cl.[NH2:2][C:3]1[C:11]([OH:12])=[C:10]2[C:6]([CH2:7][CH2:8][CH:9]2[CH2:13][CH2:14][NH:15][C:16](=[O:18])[CH3:17])=[CH:5][CH:4]=1.[C:19]1([CH2:25][CH2:26][C:27](Cl)=[O:28])[CH:24]=[CH:23][CH:22]=[CH:21][CH:20]=1.O. Product: [C:16]([NH:15][CH2:14][CH2:13][CH:9]1[C:10]2[C:6](=[CH:5][CH:4]=[C:3]([NH:2][C:27](=[O:28])[CH2:26][CH2:25][C:19]3[CH:24]=[CH:23][CH:22]=[CH:21][CH:20]=3)[C:11]=2[OH:12])[CH2:7][CH2:8]1)(=[O:18])[CH3:17]. The catalyst class is: 17. (9) Reactant: [CH3:1][O:2][C:3]1[CH:8]=[CH:7][C:6]([C:9]2[N:10]([C:19]3[CH:24]=[CH:23][C:22]([S:25]([CH3:28])(=[O:27])=[O:26])=[CH:21][CH:20]=3)[CH2:11][C:12](O)([C:14]([F:17])([F:16])[F:15])[N:13]=2)=[CH:5][N:4]=1.O.C1(C)C=CC(S(O)(=O)=O)=CC=1. Product: [CH3:1][O:2][C:3]1[CH:8]=[CH:7][C:6]([C:9]2[N:10]([C:19]3[CH:24]=[CH:23][C:22]([S:25]([CH3:28])(=[O:27])=[O:26])=[CH:21][CH:20]=3)[CH:11]=[C:12]([C:14]([F:16])([F:17])[F:15])[N:13]=2)=[CH:5][N:4]=1. The catalyst class is: 11.